This data is from Full USPTO retrosynthesis dataset with 1.9M reactions from patents (1976-2016). The task is: Predict the reactants needed to synthesize the given product. (1) The reactants are: [O:1]1[CH2:6][CH2:5][N:4]([C:7](=[O:26])[CH2:8][C@@H:9]2[CH2:18][C:17]3[C:12](=[CH:13][CH:14]=[CH:15][CH:16]=3)[CH2:11][N:10]2C(OC(C)(C)C)=O)[CH2:3][CH2:2]1.[ClH:27]. Given the product [ClH:27].[N:4]1([C:7](=[O:26])[CH2:8][C@@H:9]2[CH2:18][C:17]3[C:12](=[CH:13][CH:14]=[CH:15][CH:16]=3)[CH2:11][NH:10]2)[CH2:5][CH2:6][O:1][CH2:2][CH2:3]1, predict the reactants needed to synthesize it. (2) Given the product [Br-:20].[CH3:21][O:22][C:23]([C:25]1[C:26]([CH2:35][PH2+:36][C:37]2[CH:42]=[CH:41][CH:40]=[CH:39][CH:38]=2)=[N:27][C:28]([C:31]([F:32])([F:34])[F:33])=[CH:29][CH:30]=1)=[O:24], predict the reactants needed to synthesize it. The reactants are: C1(P(C2C=CC=CC=2)C2C=CC=CC=2)C=CC=CC=1.[Br-:20].[CH3:21][O:22][C:23]([C:25]1[C:26]([CH2:35][P+:36](C2C=CC=CC=2)(C2C=CC=CC=2)[C:37]2[CH:42]=[CH:41][CH:40]=[CH:39][CH:38]=2)=[N:27][C:28]([C:31]([F:34])([F:33])[F:32])=[CH:29][CH:30]=1)=[O:24]. (3) Given the product [NH2:57][C:58]1[C:63]([C:64]#[N:65])=[C:62]([C:89]2[CH:90]=[N:91][C:92]([N:93]3[CH2:94][CH2:95][O:96][CH2:97][CH2:98]3)=[C:87]([NH:86][C:70]3[C:24]4[C:19](=[CH:20][C:21]([F:26])=[CH:22][C:23]=4[F:25])[N:18]=[C:72]([C:79]4[CH:84]=[CH:83][CH:82]=[CH:81][N:80]=4)[C:71]=3[CH3:85])[CH:88]=2)[N:61]=[CH:60][N:59]=1, predict the reactants needed to synthesize it. The reactants are: BrC1C=C(NC2[C:24]3[C:19](=[CH:20][C:21]([F:26])=[CH:22][C:23]=3[F:25])[N:18]=C(C3C=CC=CN=3)C=2C)C(N2CCOCC2)=NC=1.B1(B2OC(C)(C)C(C)(C)O2)OC(C)(C)C(C)(C)O1.C([O-])(=O)C.[K+].[NH2:57][C:58]1[C:63]([C:64]#[N:65])=[C:62](Cl)[N:61]=[CH:60][N:59]=1.FC1C=C(F)C=C2C=1[C:70]([NH:86][C:87]1[CH:88]=[C:89](B(O)O)[CH:90]=[N:91][C:92]=1[N:93]1[CH2:98][CH2:97][O:96][CH2:95][CH2:94]1)=[C:71]([CH3:85])[C:72]([C:79]1[CH:84]=[CH:83][CH:82]=[CH:81][N:80]=1)=N2.C(=O)([O-])[O-].[Na+].[Na+]. (4) Given the product [CH:19](/[C:2]1[N:6]2[N:7]=[C:8]([NH:11][CH2:12][C:13]3[CH:18]=[CH:17][N:16]=[CH:15][CH:14]=3)[CH:9]=[CH:10][C:5]2=[N:4][CH:3]=1)=[CH:20]\[CH2:21][CH2:22][CH2:23][CH3:24], predict the reactants needed to synthesize it. The reactants are: Br[C:2]1[N:6]2[N:7]=[C:8]([NH:11][CH2:12][C:13]3[CH:18]=[CH:17][N:16]=[CH:15][CH:14]=3)[CH:9]=[CH:10][C:5]2=[N:4][CH:3]=1.[CH:19](/B(O)O)=[CH:20]\[CH2:21][CH2:22][CH2:23][CH3:24]. (5) Given the product [Cl:15][C:10]1[CH:11]=[CH:12][CH:13]=[CH:14][C:9]=1[C@@H:7]1[CH2:8][C@H:6]1[CH:4]([NH:3][O:2][CH3:1])[CH3:5], predict the reactants needed to synthesize it. The reactants are: [CH3:1][O:2][N:3]=[C:4]([C@@H:6]1[CH2:8][C@H:7]1[C:9]1[CH:14]=[CH:13][CH:12]=[CH:11][C:10]=1[Cl:15])[CH3:5].C([BH3-])#N.[Na+].C(=O)([O-])O.[Na+]. (6) Given the product [ClH:33].[C:1]([C:4]1[CH:5]=[C:6]([C:10]2[N:11]=[CH:12][N:13]([C:15]([N:17]([CH:19]3[CH2:20][CH2:21][N:22]([CH2:25][C:26]4[CH:31]=[CH:30][CH:29]=[CH:28][C:27]=4[OH:32])[CH2:23][CH2:24]3)[CH3:18])=[O:16])[CH:14]=2)[CH:7]=[CH:8][CH:9]=1)(=[O:3])[NH2:2], predict the reactants needed to synthesize it. The reactants are: [C:1]([C:4]1[CH:5]=[C:6]([C:10]2[N:11]=[CH:12][N:13]([C:15]([N:17]([CH:19]3[CH2:24][CH2:23][N:22]([CH2:25][C:26]4[CH:31]=[CH:30][CH:29]=[CH:28][C:27]=4[OH:32])[CH2:21][CH2:20]3)[CH3:18])=[O:16])[CH:14]=2)[CH:7]=[CH:8][CH:9]=1)(=[O:3])[NH2:2].[ClH:33].C(OCC)C. (7) Given the product [CH3:12][C:13]1[NH:11][S:8](=[O:9])(=[O:10])[C:3]2[CH:4]=[CH:5][CH:6]=[CH:7][C:2]=2[N:1]=1, predict the reactants needed to synthesize it. The reactants are: [NH2:1][C:2]1[CH:7]=[CH:6][CH:5]=[CH:4][C:3]=1[S:8]([NH2:11])(=[O:10])=[O:9].[CH3:12][C:13](O)=O. (8) Given the product [N:1]1[CH:6]=[CH:5][CH:4]=[C:3]([CH2:7][N:8]2[CH2:13][CH2:12][N:11]([C:15]3[CH:22]=[CH:21][C:18]([C:19]#[N:20])=[CH:17][CH:16]=3)[CH2:10][CH2:9]2)[CH:2]=1, predict the reactants needed to synthesize it. The reactants are: [N:1]1[CH:6]=[CH:5][CH:4]=[C:3]([CH2:7][N:8]2[CH2:13][CH2:12][NH:11][CH2:10][CH2:9]2)[CH:2]=1.F[C:15]1[CH:22]=[CH:21][C:18]([C:19]#[N:20])=[CH:17][CH:16]=1.C([O-])([O-])=O.[K+].[K+].